This data is from Catalyst prediction with 721,799 reactions and 888 catalyst types from USPTO. The task is: Predict which catalyst facilitates the given reaction. (1) Reactant: [CH:1]([N:4]1[CH2:10][CH2:9][CH2:8][N:7]([C:11]([C:13]2[CH:20]=[CH:19][C:16]([CH:17]=[O:18])=[CH:15][CH:14]=2)=[O:12])[CH2:6][CH2:5]1)([CH3:3])[CH3:2].[CH2:21]([Mg]Br)[CH3:22]. Product: [OH:18][CH:17]([C:16]1[CH:15]=[CH:14][C:13]([C:11]([N:7]2[CH2:8][CH2:9][CH2:10][N:4]([CH:1]([CH3:3])[CH3:2])[CH2:5][CH2:6]2)=[O:12])=[CH:20][CH:19]=1)[CH2:21][CH3:22]. The catalyst class is: 1. (2) Reactant: [NH2:1][CH2:2][CH2:3][N:4]1[C:12]2[CH:11]=[CH:10][CH:9]=[CH:8][C:7]=2[C:6]2[CH2:13][CH2:14][N:15]([C:18]([O:20][C:21]([CH3:24])([CH3:23])[CH3:22])=[O:19])[CH2:16][CH2:17][C:5]1=2.[C:25](Cl)(=[O:32])[C:26]1[CH:31]=[CH:30][CH:29]=[CH:28][CH:27]=1.C(O)(=O)CC(CC(O)=O)(C(O)=O)O. Product: [C:25]([NH:1][CH2:2][CH2:3][N:4]1[C:12]2[CH:11]=[CH:10][CH:9]=[CH:8][C:7]=2[C:6]2[CH2:13][CH2:14][N:15]([C:18]([O:20][C:21]([CH3:24])([CH3:23])[CH3:22])=[O:19])[CH2:16][CH2:17][C:5]1=2)(=[O:32])[C:26]1[CH:31]=[CH:30][CH:29]=[CH:28][CH:27]=1. The catalyst class is: 1. (3) Reactant: [CH2:1]([O:3][C:4](=[O:32])[CH2:5][O:6][C:7]1[C:8]([CH2:13][NH:14][C:15](=O)[CH2:16][C:17]([N:20]2[C:28](=[O:29])[C:27]3[C:22](=[CH:23][CH:24]=[CH:25][CH:26]=3)[C:21]2=[O:30])([CH3:19])[CH3:18])=[N:9][CH:10]=[CH:11][CH:12]=1)[CH3:2]. Product: [CH2:1]([O:3][C:4](=[O:32])[CH2:5][O:6][C:7]1[C:8]2[N:9]([C:15]([CH2:16][C:17]([N:20]3[C:28](=[O:29])[C:27]4[C:22](=[CH:23][CH:24]=[CH:25][CH:26]=4)[C:21]3=[O:30])([CH3:19])[CH3:18])=[N:14][CH:13]=2)[CH:10]=[CH:11][CH:12]=1)[CH3:2]. The catalyst class is: 286.